This data is from Full USPTO retrosynthesis dataset with 1.9M reactions from patents (1976-2016). The task is: Predict the reactants needed to synthesize the given product. Given the product [C:1]([O:5][C:6](=[O:38])[N:7]([C@@H:19]1[C@@H:24]([OH:25])[C@H:23]([CH2:26][C:27]2[CH:28]=[C:29]([CH:46]=[CH2:47])[C:30]([NH2:34])=[C:31]([F:33])[CH:32]=2)[CH2:22][S:21](=[O:37])(=[O:36])[CH2:20]1)[CH2:8][C:9]1[CH:14]=[CH:13][CH:12]=[C:11]([C:15]([CH3:18])([CH3:17])[CH3:16])[CH:10]=1)([CH3:4])([CH3:3])[CH3:2], predict the reactants needed to synthesize it. The reactants are: [C:1]([O:5][C:6](=[O:38])[N:7]([C@@H:19]1[C@@H:24]([OH:25])[C@H:23]([CH2:26][C:27]2[CH:32]=[C:31]([F:33])[C:30]([NH2:34])=[C:29](Br)[CH:28]=2)[CH2:22][S:21](=[O:37])(=[O:36])[CH2:20]1)[CH2:8][C:9]1[CH:14]=[CH:13][CH:12]=[C:11]([C:15]([CH3:18])([CH3:17])[CH3:16])[CH:10]=1)([CH3:4])([CH3:3])[CH3:2].C([O-])([O-])=O.[Cs+].[Cs+].P(C(C)(C)C)(C(C)(C)C)[C:46](C)(C)[CH3:47].